From a dataset of NCI-60 drug combinations with 297,098 pairs across 59 cell lines. Regression. Given two drug SMILES strings and cell line genomic features, predict the synergy score measuring deviation from expected non-interaction effect. (1) Drug 1: CN(CC1=CN=C2C(=N1)C(=NC(=N2)N)N)C3=CC=C(C=C3)C(=O)NC(CCC(=O)O)C(=O)O. Cell line: OVCAR-4. Synergy scores: CSS=30.1, Synergy_ZIP=-2.34, Synergy_Bliss=-5.01, Synergy_Loewe=-35.6, Synergy_HSA=-6.10. Drug 2: CC1=C(C=C(C=C1)NC(=O)C2=CC=C(C=C2)CN3CCN(CC3)C)NC4=NC=CC(=N4)C5=CN=CC=C5. (2) Drug 1: CC1C(C(=O)NC(C(=O)N2CCCC2C(=O)N(CC(=O)N(C(C(=O)O1)C(C)C)C)C)C(C)C)NC(=O)C3=C4C(=C(C=C3)C)OC5=C(C(=O)C(=C(C5=N4)C(=O)NC6C(OC(=O)C(N(C(=O)CN(C(=O)C7CCCN7C(=O)C(NC6=O)C(C)C)C)C)C(C)C)C)N)C. Drug 2: C1=NC2=C(N=C(N=C2N1C3C(C(C(O3)CO)O)F)Cl)N. Cell line: CCRF-CEM. Synergy scores: CSS=7.04, Synergy_ZIP=1.81, Synergy_Bliss=0.770, Synergy_Loewe=-37.3, Synergy_HSA=-8.18. (3) Drug 1: CC1=CC=C(C=C1)C2=CC(=NN2C3=CC=C(C=C3)S(=O)(=O)N)C(F)(F)F. Drug 2: CS(=O)(=O)OCCCCOS(=O)(=O)C. Cell line: U251. Synergy scores: CSS=22.0, Synergy_ZIP=-1.25, Synergy_Bliss=4.31, Synergy_Loewe=11.4, Synergy_HSA=7.60. (4) Drug 1: CS(=O)(=O)C1=CC(=C(C=C1)C(=O)NC2=CC(=C(C=C2)Cl)C3=CC=CC=N3)Cl. Cell line: KM12. Drug 2: CC(C)NC(=O)C1=CC=C(C=C1)CNNC.Cl. Synergy scores: CSS=13.3, Synergy_ZIP=-10.7, Synergy_Bliss=-10.8, Synergy_Loewe=-13.2, Synergy_HSA=-7.12. (5) Drug 1: CN(C)C1=NC(=NC(=N1)N(C)C)N(C)C. Drug 2: C1C(C(OC1N2C=C(C(=O)NC2=O)F)CO)O. Cell line: EKVX. Synergy scores: CSS=-8.05, Synergy_ZIP=-0.871, Synergy_Bliss=-11.0, Synergy_Loewe=-20.2, Synergy_HSA=-13.1. (6) Drug 1: C1=C(C(=O)NC(=O)N1)N(CCCl)CCCl. Drug 2: CC12CCC3C(C1CCC2OP(=O)(O)O)CCC4=C3C=CC(=C4)OC(=O)N(CCCl)CCCl.[Na+]. Cell line: A549. Synergy scores: CSS=10.7, Synergy_ZIP=-4.87, Synergy_Bliss=-6.17, Synergy_Loewe=-17.8, Synergy_HSA=-6.25.